Dataset: Forward reaction prediction with 1.9M reactions from USPTO patents (1976-2016). Task: Predict the product of the given reaction. The product is: [Br:1][C:2]1[CH:3]=[CH:4][C:5]([F:18])=[C:6]([C:8](=[O:9])[CH2:13][C:14]2([OH:17])[CH2:15][CH2:16]2)[CH:7]=1. Given the reactants [Br:1][C:2]1[CH:3]=[CH:4][C:5]([F:18])=[C:6]([C:8]2([CH2:13][C:14]3([OH:17])[CH2:16][CH2:15]3)OCC[O:9]2)[CH:7]=1.Cl, predict the reaction product.